Dataset: Rat liver microsome stability data. Task: Regression/Classification. Given a drug SMILES string, predict its absorption, distribution, metabolism, or excretion properties. Task type varies by dataset: regression for continuous measurements (e.g., permeability, clearance, half-life) or binary classification for categorical outcomes (e.g., BBB penetration, CYP inhibition). Dataset: rlm. The compound is Cc1ccnc(NC(=O)C2CC(=O)N(c3[nH]nc4cc(Br)ccc34)C2)c1. The result is 0 (unstable in rat liver microsomes).